This data is from Full USPTO retrosynthesis dataset with 1.9M reactions from patents (1976-2016). The task is: Predict the reactants needed to synthesize the given product. (1) The reactants are: [F:1][C:2]1[CH:3]=[C:4]([CH:7]=[CH:8][C:9]=1[CH2:10][OH:11])[C:5]#[N:6].Cl.[NH2:13][OH:14].C(=O)(O)[O-].[Na+]. Given the product [F:1][C:2]1[CH:3]=[C:4]([CH:7]=[CH:8][C:9]=1[CH2:10][OH:11])/[C:5](=[N:13]/[OH:14])/[NH2:6], predict the reactants needed to synthesize it. (2) Given the product [F:31][C:30]([F:33])([F:32])[S:27]([O:15][C:6]1[C:5]2[C:10](=[CH:11][C:12]([O:13][CH3:14])=[C:3]([O:2][CH3:1])[CH:4]=2)[CH:9]=[N:8][CH:7]=1)(=[O:28])=[O:26], predict the reactants needed to synthesize it. The reactants are: [CH3:1][O:2][C:3]1[CH:4]=[C:5]2[C:10](=[CH:11][C:12]=1[O:13][CH3:14])[CH:9]=[N:8][CH:7]=[C:6]2[OH:15].C(Cl)Cl.CCN(CC)CC.[O:26](S(C(F)(F)F)(=O)=O)[S:27]([C:30]([F:33])([F:32])[F:31])(=O)=[O:28]. (3) Given the product [Cl:28][C:15]1[CH:14]=[C:13]([NH:12][C:2]2[CH:3]=[CH:4][CH:5]=[C:6]3[C:10]=2[N:9]([CH3:11])[CH:8]=[CH:7]3)[CH:27]=[CH:26][C:16]=1[C:17]([C:19]1[CH:24]=[CH:23][CH:22]=[CH:21][C:20]=1[CH3:25])=[O:18], predict the reactants needed to synthesize it. The reactants are: Br[C:2]1[CH:3]=[CH:4][CH:5]=[C:6]2[C:10]=1[N:9]([CH3:11])[CH:8]=[CH:7]2.[NH2:12][C:13]1[CH:27]=[CH:26][C:16]([C:17]([C:19]2[CH:24]=[CH:23][CH:22]=[CH:21][C:20]=2[CH3:25])=[O:18])=[C:15]([Cl:28])[CH:14]=1.C(O[Na])(C)(C)C. (4) Given the product [I:8][C:7]1[C:2]([NH:12][CH:10]([CH3:11])[CH3:9])=[N:3][CH:4]=[CH:5][CH:6]=1, predict the reactants needed to synthesize it. The reactants are: F[C:2]1[C:7]([I:8])=[CH:6][CH:5]=[CH:4][N:3]=1.[CH3:9][CH:10]([NH2:12])[CH3:11]. (5) Given the product [CH2:19]([N:8]1[CH2:9][CH:10]([C:11]2[CH:16]=[CH:15][C:14]([Cl:17])=[C:13]([Cl:18])[CH:12]=2)[CH:6]([CH2:4][OH:3])[CH2:7]1)[C:20]1[CH:21]=[CH:22][CH:23]=[CH:24][CH:25]=1, predict the reactants needed to synthesize it. The reactants are: C([O:3][C:4]([CH:6]1[CH:10]([C:11]2[CH:16]=[CH:15][C:14]([Cl:17])=[C:13]([Cl:18])[CH:12]=2)[CH2:9][N:8]([CH2:19][C:20]2[CH:25]=[CH:24][CH:23]=[CH:22][CH:21]=2)[CH2:7]1)=O)C.[H-].[H-].[H-].[H-].[Li+].[Al+3].O.[OH-].[Na+]. (6) Given the product [CH2:11]([O:10][C:7]1[CH:8]=[CH:9][C:4]([C:3]([OH:24])=[O:2])=[C:5]([SH:18])[CH:6]=1)[C:12]1[CH:13]=[CH:14][CH:15]=[CH:16][CH:17]=1, predict the reactants needed to synthesize it. The reactants are: C[O:2][C:3](=[O:24])[C:4]1[CH:9]=[CH:8][C:7]([O:10][CH2:11][C:12]2[CH:17]=[CH:16][CH:15]=[CH:14][CH:13]=2)=[CH:6][C:5]=1[S:18]C(=O)N(C)C.[OH-].[K+].Cl. (7) Given the product [Br:1][C:2]1[CH:3]=[C:4]([CH:8]=[C:9]([C:11]([F:12])([F:13])[F:14])[CH:10]=1)[C:5]([O:7][CH3:20])=[O:6], predict the reactants needed to synthesize it. The reactants are: [Br:1][C:2]1[CH:3]=[C:4]([CH:8]=[C:9]([C:11]([F:14])([F:13])[F:12])[CH:10]=1)[C:5]([OH:7])=[O:6].OS(O)(=O)=O.[CH3:20]O. (8) Given the product [CH2:1]([O:8][C:9]1[C:18]2[CH2:17][CH2:16][CH2:15][CH2:14][C:13]=2[CH:12]=[CH:11][C:10]=1[CH2:19][CH:20]([OH:23])[CH2:21][O:22][Si:24]([C:27]([CH3:30])([CH3:29])[CH3:28])([CH3:26])[CH3:25])[C:2]1[CH:3]=[CH:4][CH:5]=[CH:6][CH:7]=1, predict the reactants needed to synthesize it. The reactants are: [CH2:1]([O:8][C:9]1[C:18]2[CH2:17][CH2:16][CH2:15][CH2:14][C:13]=2[CH:12]=[CH:11][C:10]=1[CH2:19][CH:20]([OH:23])[CH2:21][OH:22])[C:2]1[CH:7]=[CH:6][CH:5]=[CH:4][CH:3]=1.[Si:24](Cl)([C:27]([CH3:30])([CH3:29])[CH3:28])([CH3:26])[CH3:25].N1C=CN=C1.C(OC1C(CC(O)CO[Si](C(C)(C)C)(C)C)=CC=C2C=1CCC2)C1C=CC=CC=1. (9) Given the product [O:21]=[C:19]1[CH2:18][O:17][C:16]2[CH:22]=[CH:23][C:13]([C:12]3[N:8]([C:4]4[CH:3]=[C:2]([CH:7]=[CH:6][CH:5]=4)[C:28]#[N:29])[N:9]=[C:10]([C:24]([F:26])([F:27])[F:25])[CH:11]=3)=[CH:14][C:15]=2[NH:20]1, predict the reactants needed to synthesize it. The reactants are: Br[C:2]1[CH:3]=[C:4]([N:8]2[C:12]([C:13]3[CH:23]=[CH:22][C:16]4[O:17][CH2:18][C:19](=[O:21])[NH:20][C:15]=4[CH:14]=3)=[CH:11][C:10]([C:24]([F:27])([F:26])[F:25])=[N:9]2)[CH:5]=[CH:6][CH:7]=1.[CH3:28][N:29](C=O)C. (10) Given the product [F:1][C:2]1[CH:8]=[CH:7][C:5]([NH:6][C:22](=[O:23])[CH:16]([CH3:15])[C:17]([O:19][CH2:20][CH3:21])=[O:18])=[CH:4][CH:3]=1, predict the reactants needed to synthesize it. The reactants are: [F:1][C:2]1[CH:8]=[CH:7][C:5]([NH2:6])=[CH:4][CH:3]=1.N1C=CC=CC=1.[CH3:15][CH:16]([C:22](OCC)=[O:23])[C:17]([O:19][CH2:20][CH3:21])=[O:18].